Predict which catalyst facilitates the given reaction. From a dataset of Catalyst prediction with 721,799 reactions and 888 catalyst types from USPTO. (1) Reactant: [CH3:1][S:2]([NH:5][C:6]1[CH:11]=[CH:10][C:9]([C:12]2[C:21](=[O:22])[C:20]3[C:15](=[CH:16][C:17]([O:23][CH2:24][C:25]4[CH:26]=[C:27]([CH:31]=[CH:32][CH:33]=4)[C:28]([OH:30])=[O:29])=[CH:18][CH:19]=3)[O:14][CH:13]=2)=[CH:8][CH:7]=1)(=[O:4])=[O:3].[CH2:34]([N:36]([CH2:39][CH3:40])[CH2:37][CH3:38])[CH3:35].ClC1C=C(Cl)C=C(Cl)C=1C(Cl)=[O:45].N1CCOCC1.CN(C1C=CC=CN=1)C. Product: [CH3:1][S:2]([NH:5][C:6]1[CH:7]=[CH:8][C:9]([C:12]2[C:21](=[O:22])[C:20]3[C:15](=[CH:16][C:17]([O:23][CH2:24][C:25]4[CH:26]=[C:27]([CH:31]=[CH:32][CH:33]=4)[C:28]([O:30][CH2:35][CH2:34][N:36]4[CH2:39][CH2:40][O:45][CH2:38][CH2:37]4)=[O:29])=[CH:18][CH:19]=3)[O:14][CH:13]=2)=[CH:10][CH:11]=1)(=[O:3])=[O:4]. The catalyst class is: 20. (2) Reactant: [OH:1][C:2]1[CH:9]=[CH:8][C:5]([CH:6]=[O:7])=[CH:4][CH:3]=1.C1(P(C2C=CC=CC=2)C2C=CC=CC=2)C=CC=CC=1.O[CH:30]1[CH2:35][CH2:34][N:33]([CH3:36])[CH2:32][CH2:31]1.N(C(OC(C)C)=O)=NC(OC(C)C)=O. Product: [CH3:36][N:33]1[CH2:34][CH2:35][CH:30]([O:1][C:2]2[CH:9]=[CH:8][C:5]([CH:6]=[O:7])=[CH:4][CH:3]=2)[CH2:31][CH2:32]1. The catalyst class is: 1. (3) Reactant: Cl.[Cl:2][C:3]1[CH:8]=[CH:7][CH:6]=[CH:5][C:4]=1[N:9]1[CH:13]([C:14]2[CH:19]=[CH:18][C:17]([N:20]3[CH2:25][CH2:24][NH:23][CH2:22][CH2:21]3)=[CH:16][CH:15]=2)[CH2:12][C:11]([C:26]([C:32]([F:35])([F:34])[F:33])([C:28]([F:31])([F:30])[F:29])[OH:27])=[N:10]1.C(N(CC)CC)C.[CH3:43][S:44](Cl)(=[O:46])=[O:45]. Product: [Cl:2][C:3]1[CH:8]=[CH:7][CH:6]=[CH:5][C:4]=1[N:9]1[CH:13]([C:14]2[CH:15]=[CH:16][C:17]([N:20]3[CH2:25][CH2:24][N:23]([S:44]([CH3:43])(=[O:46])=[O:45])[CH2:22][CH2:21]3)=[CH:18][CH:19]=2)[CH2:12][C:11]([C:26]([C:28]([F:31])([F:30])[F:29])([C:32]([F:33])([F:35])[F:34])[OH:27])=[N:10]1. The catalyst class is: 4. (4) Reactant: [NH2:1][C:2]1[CH:7]=[CH:6][CH:5]=[CH:4][C:3]=1[OH:8].[C:9]([O:13][C:14]([N:16]1[CH2:21][CH2:20][C:19](=O)[CH2:18][CH2:17]1)=[O:15])([CH3:12])([CH3:11])[CH3:10].C(O[BH-](OC(=O)C)OC(=O)C)(=O)C.[Na+].C(O)(=O)C.C([O-])(O)=O.[Na+]. Product: [C:9]([O:13][C:14]([N:16]1[CH2:21][CH2:20][CH:19]([NH:1][C:2]2[CH:7]=[CH:6][CH:5]=[CH:4][C:3]=2[OH:8])[CH2:18][CH2:17]1)=[O:15])([CH3:12])([CH3:10])[CH3:11]. The catalyst class is: 2. (5) The catalyst class is: 3. Reactant: [Br:1][C:2]1[CH:3]=[CH:4]/[C:5](=[N:8]/[S:9]([C:12]2[CH:17]=[CH:16][C:15]([CH3:18])=[CH:14][CH:13]=2)(=[O:11])=[O:10])/[NH:6][CH:7]=1.CCN(C(C)C)C(C)C.Br[CH2:29][C:30]([NH2:32])=[O:31].O. Product: [Br:1][C:2]1[CH:3]=[CH:4]/[C:5](=[N:8]/[S:9]([C:12]2[CH:17]=[CH:16][C:15]([CH3:18])=[CH:14][CH:13]=2)(=[O:11])=[O:10])/[N:6]([CH2:29][C:30]([NH2:32])=[O:31])[CH:7]=1. (6) Reactant: [OH:1]OS([O-])=O.[K+].[C:7]([C:9]1[CH:14]=[CH:13][C:12]([C:15]2[CH:16]=[C:17]3[C:22]([S:23][CH2:24][CH3:25])=[C:21]([C:26]([NH2:28])=[O:27])[CH:20]=[N:19][N:18]3[CH:29]=2)=[CH:11][CH:10]=1)#[N:8]. Product: [C:7]([C:9]1[CH:14]=[CH:13][C:12]([C:15]2[CH:16]=[C:17]3[C:22]([S:23]([CH2:24][CH3:25])=[O:1])=[C:21]([C:26]([NH2:28])=[O:27])[CH:20]=[N:19][N:18]3[CH:29]=2)=[CH:11][CH:10]=1)#[N:8]. The catalyst class is: 283.